From a dataset of Full USPTO retrosynthesis dataset with 1.9M reactions from patents (1976-2016). Predict the reactants needed to synthesize the given product. (1) Given the product [NH2:1][C:4]1[CH:5]=[N:6][C:7]([N:10]2[CH2:11][CH2:12][CH:13]([CH2:16][O:17][C:18]3[CH:19]=[C:20]([CH:25]=[CH:26][CH:27]=3)[C:21]([O:23][CH3:24])=[O:22])[CH2:14][CH2:15]2)=[N:8][CH:9]=1, predict the reactants needed to synthesize it. The reactants are: [N+:1]([C:4]1[CH:5]=[N:6][C:7]([N:10]2[CH2:15][CH2:14][CH:13]([CH2:16][O:17][C:18]3[CH:19]=[C:20]([CH:25]=[CH:26][CH:27]=3)[C:21]([O:23][CH3:24])=[O:22])[CH2:12][CH2:11]2)=[N:8][CH:9]=1)([O-])=O.CCO. (2) Given the product [OH:23][C@H:24]1[C@H:28]([OH:29])[CH2:27][N:26]([C:2]2[C:11]([C:12]#[N:13])=[C:10]([C:14]3[CH:19]=[CH:18][CH:17]=[C:16]([F:20])[CH:15]=3)[C:9]3[C:4](=[CH:5][CH:6]=[C:7]([O:21][CH3:22])[CH:8]=3)[N:3]=2)[CH2:25]1, predict the reactants needed to synthesize it. The reactants are: Cl[C:2]1[C:11]([C:12]#[N:13])=[C:10]([C:14]2[CH:19]=[CH:18][CH:17]=[C:16]([F:20])[CH:15]=2)[C:9]2[C:4](=[CH:5][CH:6]=[C:7]([O:21][CH3:22])[CH:8]=2)[N:3]=1.[OH:23][C@H:24]1[C@H:28]([OH:29])[CH2:27][NH:26][CH2:25]1.C(N(CC)CC)C. (3) Given the product [NH2:15][CH2:14][CH:11]1[CH2:10][CH2:9][N:8]([C:6]2[C:5]([C:23]3[CH:24]=[CH:25][N:26]=[CH:27][CH:28]=3)=[CH:4][N:3]=[C:2]([NH:29][C:30]3[CH:31]=[C:32]4[C:37](=[CH:38][CH:39]=3)[NH:36][C:35](=[O:40])[CH2:34][CH2:33]4)[N:7]=2)[CH2:13][CH2:12]1, predict the reactants needed to synthesize it. The reactants are: Cl[C:2]1[N:7]=[C:6]([N:8]2[CH2:13][CH2:12][CH:11]([CH2:14][NH:15]C(=O)OC(C)(C)C)[CH2:10][CH2:9]2)[C:5]([C:23]2[CH:28]=[CH:27][N:26]=[CH:25][CH:24]=2)=[CH:4][N:3]=1.[NH2:29][C:30]1[CH:31]=[C:32]2[C:37](=[CH:38][CH:39]=1)[NH:36][C:35](=[O:40])[CH2:34][CH2:33]2. (4) The reactants are: [CH3:1][C:2]1[CH:7]=[C:6]([CH3:8])[CH:5]=[CH:4][C:3]=1[S:9][C:10]1[CH:16]=[CH:15][CH:14]=[CH:13][C:11]=1[NH2:12].Cl.[Cl:18][CH2:19][CH2:20][NH:21][CH2:22][CH2:23]Cl.COCCOCCO. Given the product [CH3:8][C:6]1[CH:5]=[CH:4][C:3]([S:9][C:10]2[CH:16]=[CH:15][CH:14]=[CH:13][C:11]=2[N:12]2[CH2:23][CH2:22][NH:21][CH2:20][CH2:19]2)=[C:2]([CH3:1])[CH:7]=1.[ClH:18], predict the reactants needed to synthesize it. (5) Given the product [OH:4][C:5]1[CH:14]=[CH:13][C:12]2[C:7](=[C:8]([CH:15]=[CH2:16])[CH:9]=[CH:10][CH:11]=2)[N:6]=1, predict the reactants needed to synthesize it. The reactants are: C([O:4][C:5]1[CH:14]=[CH:13][C:12]2[C:7](=[C:8]([CH:15]=[CH2:16])[CH:9]=[CH:10][CH:11]=2)[N:6]=1)(=O)C.O. (6) Given the product [Cl:1][C:2]1[N:7]=[C:6]([NH:10][C:11]2[CH:18]=[CH:17][C:14]([CH2:15][OH:16])=[CH:13][CH:12]=2)[C:5]([F:9])=[CH:4][N:3]=1, predict the reactants needed to synthesize it. The reactants are: [Cl:1][C:2]1[N:7]=[C:6](Cl)[C:5]([F:9])=[CH:4][N:3]=1.[NH2:10][C:11]1[CH:18]=[CH:17][C:14]([CH2:15][OH:16])=[CH:13][CH:12]=1. (7) Given the product [Cl:26][C:18]1[N:17]2[CH:21]=[CH:22][N:23]=[C:16]2[CH:15]=[C:14]([C:11]2[CH:12]=[CH:13][C:8]([CH:5]3[CH2:6][CH2:7][N:2]([CH3:1])[CH2:3][CH2:4]3)=[CH:9][CH:10]=2)[N:19]=1, predict the reactants needed to synthesize it. The reactants are: [CH3:1][N:2]1[CH2:7][CH2:6][CH:5]([C:8]2[CH:13]=[CH:12][C:11]([C:14]3[NH:19][C:18](=O)[N:17]4[CH:21]=[CH:22][N:23]=[C:16]4[CH:15]=3)=[CH:10][CH:9]=2)[CH2:4][CH2:3]1.P(Cl)(Cl)([Cl:26])=O.C(N(CC)C1C=CC=CC=1)C.C(=O)(O)[O-].[Na+]. (8) Given the product [CH2:1]([N:4]1[CH2:9][CH2:8][CH2:7][CH2:6][C@H:5]1[C@H:10]([C:12]1[CH:17]=[CH:16][C:15]([Cl:18])=[C:14]([Cl:19])[CH:13]=1)[NH:11][C:21]([NH:20][C:23]1[CH:24]=[C:25]2[C:29](=[CH:30][CH:31]=1)[NH:28][N:27]=[CH:26]2)=[S:22])[CH:2]=[CH2:3], predict the reactants needed to synthesize it. The reactants are: [CH2:1]([N:4]1[CH2:9][CH2:8][CH2:7][CH2:6][C@H:5]1[C@H:10]([C:12]1[CH:17]=[CH:16][C:15]([Cl:18])=[C:14]([Cl:19])[CH:13]=1)[NH2:11])[CH:2]=[CH2:3].[N:20]([C:23]1[CH:24]=[C:25]2[C:29](=[CH:30][CH:31]=1)[NH:28][N:27]=[CH:26]2)=[C:21]=[S:22]. (9) Given the product [N:31]1([C:23]([C:22]2[CH:21]=[CH:20][C:19]([N:16]3[CH2:15][CH2:14][N:13]([CH2:12][C:9]4[CH:10]=[N:11][C:5]5[N:4]6[CH2:28][CH2:29][CH2:30][C@H:3]6[C:2](=[O:1])[NH:7][C:6]=5[CH:8]=4)[CH2:18][CH2:17]3)=[CH:27][CH:26]=2)=[O:25])[CH2:35][CH2:34][CH2:33][CH2:32]1, predict the reactants needed to synthesize it. The reactants are: [O:1]=[C:2]1[NH:7][C:6]2[CH:8]=[C:9]([CH2:12][N:13]3[CH2:18][CH2:17][N:16]([C:19]4[CH:27]=[CH:26][C:22]([C:23]([OH:25])=O)=[CH:21][CH:20]=4)[CH2:15][CH2:14]3)[CH:10]=[N:11][C:5]=2[N:4]2[CH2:28][CH2:29][CH2:30][C@@H:3]12.[NH:31]1[CH2:35][CH2:34][CH2:33][CH2:32]1.CN(C(ON1N=NC2C=CC=NC1=2)=[N+](C)C)C.F[P-](F)(F)(F)(F)F.CN1CCOCC1.